Predict the reaction yield, written as a fraction of the theoretical maximum amount of product (1.0 means a 100% yield; for example, 0.34 means a 34% yield). From a dataset of Reaction yield outcomes from USPTO patents with 853,638 reactions. The reactants are Cl[C:2]1[NH:10][C:9]2[C:4](=[N:5][CH:6]=[CH:7][CH:8]=2)[C:3]=1[C:11]#[N:12].[OH:13][CH2:14][CH:15]1[CH2:19][CH2:18][CH2:17][NH:16]1. No catalyst specified. The product is [OH:13][CH2:14][C@@H:15]1[CH2:19][CH2:18][CH2:17][N:16]1[C:2]1[NH:10][C:9]2[C:4](=[N:5][CH:6]=[CH:7][CH:8]=2)[C:3]=1[C:11]#[N:12]. The yield is 0.640.